From a dataset of Catalyst prediction with 721,799 reactions and 888 catalyst types from USPTO. Predict which catalyst facilitates the given reaction. (1) Reactant: [NH2:1][C:2]1[N:7]=[C:6]([C:8]2[O:9][CH:10]=[CH:11][CH:12]=2)[C:5]([C:13]#[N:14])=[C:4]([O:15][CH2:16][C:17]2[C:22]([CH3:23])=[CH:21][CH:20]=[CH:19][N:18]=2)[N:3]=1.[Br:24]N1C(=O)CCC1=O. Product: [NH2:1][C:2]1[N:7]=[C:6]([C:8]2[O:9][C:10]([Br:24])=[CH:11][CH:12]=2)[C:5]([C:13]#[N:14])=[C:4]([O:15][CH2:16][C:17]2[C:22]([CH3:23])=[CH:21][CH:20]=[CH:19][N:18]=2)[N:3]=1. The catalyst class is: 3. (2) Reactant: Cl.C(OC([N:9]1[CH2:14][CH2:13][CH2:12][C@H:11]([O:15][C:16]2[CH:21]=[C:20]([F:22])[CH:19]=[CH:18][C:17]=2[NH:23][C:24]2[C:25]3[C:32]([CH3:33])=[C:31]([C:34](=[O:36])[NH2:35])[S:30][C:26]=3[N:27]=[CH:28][N:29]=2)[CH2:10]1)=O)(C)(C)C. Product: [F:22][C:20]1[CH:19]=[CH:18][C:17]([NH:23][C:24]2[C:25]3[C:32]([CH3:33])=[C:31]([C:34]([NH2:35])=[O:36])[S:30][C:26]=3[N:27]=[CH:28][N:29]=2)=[C:16]([O:15][C@H:11]2[CH2:12][CH2:13][CH2:14][NH:9][CH2:10]2)[CH:21]=1. The catalyst class is: 5. (3) Reactant: [CH2:1]([N:8]1[CH:12]=[C:11]([C:13]2[CH:14]=[C:15]([N+:21]([O-])=O)[C:16]([O:19][CH3:20])=[N:17][CH:18]=2)[CH:10]=[N:9]1)[C:2]1[CH:7]=[CH:6][CH:5]=[CH:4][CH:3]=1. Product: [CH2:1]([N:8]1[CH:12]=[C:11]([C:13]2[CH:14]=[C:15]([NH2:21])[C:16]([O:19][CH3:20])=[N:17][CH:18]=2)[CH:10]=[N:9]1)[C:2]1[CH:3]=[CH:4][CH:5]=[CH:6][CH:7]=1. The catalyst class is: 183. (4) Reactant: C([O:3][C:4](=[O:33])[C:5]([CH3:32])([CH:7]1[CH2:12][CH2:11][N:10]([C:13]2[S:14][C:15]([C:18]3[CH:23]=[CH:22][CH:21]=[C:20]([NH:24][C:25]4[CH:30]=[C:29]([CH3:31])[CH:28]=[CH:27][N:26]=4)[N:19]=3)=[CH:16][N:17]=2)[CH2:9][CH2:8]1)[CH3:6])C.[OH-].[Na+].Cl. Product: [CH3:32][C:5]([CH:7]1[CH2:12][CH2:11][N:10]([C:13]2[S:14][C:15]([C:18]3[CH:23]=[CH:22][CH:21]=[C:20]([NH:24][C:25]4[CH:30]=[C:29]([CH3:31])[CH:28]=[CH:27][N:26]=4)[N:19]=3)=[CH:16][N:17]=2)[CH2:9][CH2:8]1)([CH3:6])[C:4]([OH:33])=[O:3]. The catalyst class is: 111. (5) Reactant: O.I([O-])(=O)(=O)=O.[Na+].[CH2:8]([O:10][C:11](=[O:27])[C:12]1[CH:17]=[C:16]([C:18]([F:21])([F:20])[F:19])[C:15]([CH:22]([OH:25])CO)=[CH:14][C:13]=1[NH2:26])[CH3:9]. Product: [CH2:8]([O:10][C:11](=[O:27])[C:12]1[CH:17]=[C:16]([C:18]([F:19])([F:21])[F:20])[C:15]([CH:22]=[O:25])=[CH:14][C:13]=1[NH2:26])[CH3:9]. The catalyst class is: 237. (6) Reactant: C([O:5][C:6](=[O:26])[CH2:7][CH:8]([C:20]1[CH:25]=[CH:24][CH:23]=[CH:22][N:21]=1)[CH2:9][C:10]1[CH:11]=[C:12]2[C:16](=[C:17]([CH3:19])[CH:18]=1)[NH:15][N:14]=[CH:13]2)(C)(C)C.Cl. Product: [CH3:19][C:17]1[CH:18]=[C:10]([CH2:9][CH:8]([C:20]2[CH:25]=[CH:24][CH:23]=[CH:22][N:21]=2)[CH2:7][C:6]([OH:26])=[O:5])[CH:11]=[C:12]2[C:16]=1[NH:15][N:14]=[CH:13]2. The catalyst class is: 12. (7) Reactant: [Cl:1][C:2]1[CH:3]=[C:4]2[C:8](=[CH:9][CH:10]=1)[NH:7][CH:6]=[C:5]2[C:11]([NH2:13])=[O:12].Br[CH2:15][C:16](=O)[C:17]([O:19][CH2:20][CH3:21])=[O:18]. Product: [Cl:1][C:2]1[CH:3]=[C:4]2[C:8](=[CH:9][CH:10]=1)[NH:7][CH:6]=[C:5]2[C:11]1[O:12][CH:15]=[C:16]([C:17]([O:19][CH2:20][CH3:21])=[O:18])[N:13]=1. The catalyst class is: 14. (8) Reactant: Cl[C:2]1[C:7]([N+:8]([O-:10])=[O:9])=[CH:6][CH:5]=[C:4]([Cl:11])[N:3]=1.[O:12]1[CH2:17][CH2:16][CH:15]([CH2:18][NH2:19])[CH2:14][CH2:13]1.C(N(CC)CC)C.CO. Product: [Cl:11][C:4]1[N:3]=[C:2]([NH:19][CH2:18][CH:15]2[CH2:16][CH2:17][O:12][CH2:13][CH2:14]2)[C:7]([N+:8]([O-:10])=[O:9])=[CH:6][CH:5]=1. The catalyst class is: 7. (9) Reactant: [C:1]([O:5][C:6]([N:8]1[CH2:13][CH2:12][N:11]([S:14]([C:17]2[CH:22]=[CH:21][C:20]([C:23]([F:26])([F:25])[F:24])=[CH:19][CH:18]=2)(=[O:16])=[O:15])[C@@H:10]([C:27](O)=[O:28])[CH2:9]1)=[O:7])([CH3:4])([CH3:3])[CH3:2].Cl.C(N=C=NCCCN(C)C)C.O.ON1C2C=CC=CC=2N=N1.[F:53][C:54]1[CH:55]=[C:56]([CH:59]=[CH:60][C:61]=1[O:62][C:63]([F:66])([F:65])[F:64])[CH2:57][NH2:58]. Product: [C:1]([O:5][C:6]([N:8]1[CH2:13][CH2:12][N:11]([S:14]([C:17]2[CH:22]=[CH:21][C:20]([C:23]([F:24])([F:25])[F:26])=[CH:19][CH:18]=2)(=[O:16])=[O:15])[C@@H:10]([C:27](=[O:28])[NH:58][CH2:57][C:56]2[CH:59]=[CH:60][C:61]([O:62][C:63]([F:64])([F:65])[F:66])=[C:54]([F:53])[CH:55]=2)[CH2:9]1)=[O:7])([CH3:4])([CH3:2])[CH3:3]. The catalyst class is: 9.